This data is from Reaction yield outcomes from USPTO patents with 853,638 reactions. The task is: Predict the reaction yield, written as a fraction of the theoretical maximum amount of product (1.0 means a 100% yield; for example, 0.34 means a 34% yield). (1) The reactants are [NH2:1][C:2]1[CH:3]=[N:4][CH:5]=[N:6][CH:7]=1.C[Si]([N-][Si](C)(C)C)(C)C.[Na+].Cl[C:19]1[N:24]=[C:23]([N:25]2[CH2:30][CH2:29][O:28][CH2:27][CH2:26]2)[N:22]=[C:21]([N:31]2[C:35]3[CH:36]=[CH:37][CH:38]=[CH:39][C:34]=3[N:33]=[C:32]2[CH:40]([F:42])[F:41])[N:20]=1.C(O)(=O)C. The catalyst is C1COCC1.O. The product is [F:42][CH:40]([F:41])[C:32]1[N:31]([C:21]2[N:22]=[C:23]([N:25]3[CH2:26][CH2:27][O:28][CH2:29][CH2:30]3)[N:24]=[C:19]([NH:1][C:2]3[CH:3]=[N:4][CH:5]=[N:6][CH:7]=3)[N:20]=2)[C:35]2[CH:36]=[CH:37][CH:38]=[CH:39][C:34]=2[N:33]=1. The yield is 0.470. (2) The reactants are [C:1]([C:5]1[CH:9]=[C:8]([C:10]([O:12][CH2:13][C:14]2[CH:19]=[CH:18][CH:17]=[CH:16][CH:15]=2)=[O:11])[NH:7][N:6]=1)([CH3:4])([CH3:3])[CH3:2].C(C1C=C(C(OCC)=O)NN=1)(C)(C)C.[C:34]([O:38][C:39]([N:41]1[CH:50]([C:51]([O:53][CH3:54])=[O:52])[CH2:49][C:48]2[C:43](=[CH:44][CH:45]=[C:46](B(O)O)[CH:47]=2)[CH2:42]1)=[O:40])([CH3:37])([CH3:36])[CH3:35].N1C=CC=CC=1. The catalyst is C(Cl)Cl.C([O-])(=O)C.[Cu+2].C([O-])(=O)C. The product is [CH2:13]([O:12][C:10]([C:8]1[N:7]([C:46]2[CH:47]=[C:48]3[C:43](=[CH:44][CH:45]=2)[CH2:42][N:41]([C:39]([O:38][C:34]([CH3:35])([CH3:36])[CH3:37])=[O:40])[CH:50]([C:51]([O:53][CH3:54])=[O:52])[CH2:49]3)[N:6]=[C:5]([C:1]([CH3:4])([CH3:2])[CH3:3])[CH:9]=1)=[O:11])[C:14]1[CH:19]=[CH:18][CH:17]=[CH:16][CH:15]=1. The yield is 0.810. (3) The reactants are [ClH:1].[CH2:2]([N:4]([CH2:24][CH3:25])[CH:5]1[CH2:10][CH2:9][N:8]([C:11](=[O:23])[CH2:12][CH2:13][C:14]2[N:15]([CH2:19][C:20]([OH:22])=[O:21])[CH:16]=[CH:17][N:18]=2)[CH2:7][CH2:6]1)[CH3:3]. The catalyst is O. The product is [ClH:1].[CH2:24]([N:4]([CH2:2][CH3:3])[CH:5]1[CH2:6][CH2:7][N:8]([C:11](=[O:23])[CH2:12][CH2:13][C:14]2[N:15]([CH2:19][C:20]([OH:22])=[O:21])[CH:16]=[CH:17][N:18]=2)[CH2:9][CH2:10]1)[CH3:25]. The yield is 0.750.